This data is from Forward reaction prediction with 1.9M reactions from USPTO patents (1976-2016). The task is: Predict the product of the given reaction. (1) Given the reactants [Cl:1][C:2]1[CH:7]=[CH:6][C:5]([C:8]2([CH3:37])[C:12]([C:14]3[CH:19]=[CH:18][C:17]([Cl:20])=[CH:16][CH:15]=3)([CH3:13])[N:11]([C:21](Cl)=[O:22])[C:10]([C:24]3[CH:29]=[CH:28][C:27]([S:30]([CH3:33])(=[O:32])=[O:31])=[CH:26][C:25]=3[O:34][CH2:35][CH3:36])=[N:9]2)=[CH:4][CH:3]=1.Cl.Cl.[CH3:40][S:41]([CH2:44][CH2:45][CH2:46][N:47]1[CH2:52][CH2:51][NH:50][CH2:49][CH2:48]1)(=[O:43])=[O:42], predict the reaction product. The product is: [Cl:1][C:2]1[CH:7]=[CH:6][C:5]([C@@:8]2([CH3:37])[C@:12]([C:14]3[CH:15]=[CH:16][C:17]([Cl:20])=[CH:18][CH:19]=3)([CH3:13])[N:11]([C:21]([N:50]3[CH2:51][CH2:52][N:47]([CH2:46][CH2:45][CH2:44][S:41]([CH3:40])(=[O:42])=[O:43])[CH2:48][CH2:49]3)=[O:22])[C:10]([C:24]3[CH:29]=[CH:28][C:27]([S:30]([CH3:33])(=[O:31])=[O:32])=[CH:26][C:25]=3[O:34][CH2:35][CH3:36])=[N:9]2)=[CH:4][CH:3]=1. (2) Given the reactants Cl.Cl.[N:3]1([NH:9][C:10]([C:12]2[CH:13]=[N:14][C:15]([C:18]3[CH:23]=[CH:22][CH:21]=[CH:20][CH:19]=3)=[N:16][CH:17]=2)=[O:11])[CH2:8][CH2:7][NH:6][CH2:5][CH2:4]1.[H-].[Na+].Cl[CH2:27][C:28]([N:30]1[CH2:35][CH2:34][O:33][CH2:32][CH2:31]1)=[O:29], predict the reaction product. The product is: [N:30]1([C:28](=[O:29])[CH2:27][N:6]2[CH2:5][CH2:4][N:3]([NH:9][C:10]([C:12]3[CH:17]=[N:16][C:15]([C:18]4[CH:19]=[CH:20][CH:21]=[CH:22][CH:23]=4)=[N:14][CH:13]=3)=[O:11])[CH2:8][CH2:7]2)[CH2:35][CH2:34][O:33][CH2:32][CH2:31]1. (3) The product is: [C:1]([O:5][C:6]([N:8]1[CH2:9][CH2:10][CH:11]([CH2:14][CH2:15][CH2:16][CH2:17][N:42]2[C:38](=[O:48])[C:39]3[C:40](=[CH:44][CH:45]=[CH:46][CH:47]=3)[C:41]2=[O:43])[CH2:12][CH2:13]1)=[O:7])([CH3:2])([CH3:3])[CH3:4]. Given the reactants [C:1]([O:5][C:6]([N:8]1[CH2:13][CH2:12][CH:11]([CH2:14][CH2:15][CH2:16][CH2:17]O)[CH2:10][CH2:9]1)=[O:7])([CH3:4])([CH3:3])[CH3:2].C1(P(C2C=CC=CC=2)C2C=CC=CC=2)C=CC=CC=1.[C:38]1(=[O:48])[NH:42][C:41](=[O:43])[C:40]2=[CH:44][CH:45]=[CH:46][CH:47]=[C:39]12.C(OC(N=NC(OCC)=O)=O)C, predict the reaction product. (4) Given the reactants [NH2:1][C:2]1[C:3]([C:8]([NH:10][OH:11])=[O:9])=[N:4][CH:5]=[CH:6][CH:7]=1.[CH:12](O)=O.[K+].[Br-], predict the reaction product. The product is: [OH:11][N:10]1[C:8](=[O:9])[C:3]2[N:4]=[CH:5][CH:6]=[CH:7][C:2]=2[N:1]=[CH:12]1. (5) Given the reactants [N:1]1[CH:6]=[CH:5][CH:4]=[C:3]([N:7]2[CH2:11][CH2:10][CH2:9][C:8]2=[O:12])[CH:2]=1.[Li+].CC([N-]C(C)C)C.Cl[C:22]([O:24][CH3:25])=[O:23], predict the reaction product. The product is: [O:12]=[C:8]1[CH:9]([C:22]([O:24][CH3:25])=[O:23])[CH2:10][CH2:11][N:7]1[C:3]1[CH:2]=[N:1][CH:6]=[CH:5][CH:4]=1. (6) Given the reactants [OH:1][C:2]([C:5]1[CH:10]=[CH:9][C:8](B(O)O)=[CH:7][CH:6]=1)([CH3:4])[CH3:3].Cl[C:15]1[N:20]=[C:19]([NH2:21])[N:18]=[C:17]([NH:22][CH3:23])[CH:16]=1, predict the reaction product. The product is: [NH2:21][C:19]1[N:20]=[C:15]([C:8]2[CH:9]=[CH:10][C:5]([C:2]([OH:1])([CH3:4])[CH3:3])=[CH:6][CH:7]=2)[CH:16]=[C:17]([NH:22][CH3:23])[N:18]=1.